Dataset: Reaction yield outcomes from USPTO patents with 853,638 reactions. Task: Predict the reaction yield, written as a fraction of the theoretical maximum amount of product (1.0 means a 100% yield; for example, 0.34 means a 34% yield). (1) The yield is 0.830. The reactants are [CH:1]([C:4]1[C:12]2[C:7](=[N:8][CH:9]=[CH:10][C:11]=2[C:13]2[CH:14]=[N:15][C:16]3[C:21]([CH:22]=2)=[CH:20][CH:19]=[CH:18][CH:17]=3)[N:6]([C:23]2[CH:30]=[CH:29][C:26]([C:27]#[N:28])=[CH:25][C:24]=2[CH3:31])[N:5]=1)([CH3:3])[CH3:2].[OH-:32].[Na+].OO.O. The product is [CH:1]([C:4]1[C:12]2[C:7](=[N:8][CH:9]=[CH:10][C:11]=2[C:13]2[CH:14]=[N:15][C:16]3[C:21]([CH:22]=2)=[CH:20][CH:19]=[CH:18][CH:17]=3)[N:6]([C:23]2[CH:30]=[CH:29][C:26]([C:27]([NH2:28])=[O:32])=[CH:25][C:24]=2[CH3:31])[N:5]=1)([CH3:3])[CH3:2]. The catalyst is CS(C)=O.C(O)C. (2) The reactants are N(C(OCC)=O)=NC(OCC)=O.[OH:13][C:14]1[CH:19]=[CH:18][CH:17]=[CH:16][N:15]=1.O[CH2:21][CH2:22][NH:23][C:24](=[O:30])[O:25][C:26]([CH3:29])([CH3:28])[CH3:27].C1(P(C2C=CC=CC=2)C2C=CC=CC=2)C=CC=CC=1. The catalyst is C1COCC1. The product is [C:26]([O:25][C:24](=[O:30])[NH:23][CH2:22][CH2:21][O:13][C:14]1[CH:19]=[CH:18][CH:17]=[CH:16][N:15]=1)([CH3:29])([CH3:28])[CH3:27]. The yield is 0.741. (3) The reactants are [CH2:1](Br)[C:2]#[CH:3].[C:5]([O:9][C:10]([N:12]1[CH2:17][CH2:16][NH:15][CH2:14][CH2:13]1)=[O:11])([CH3:8])([CH3:7])[CH3:6].C(=O)([O-])[O-].[K+].[K+].O. The catalyst is C(#N)C. The product is [CH2:1]([N:15]1[CH2:14][CH2:13][N:12]([C:10]([O:9][C:5]([CH3:8])([CH3:7])[CH3:6])=[O:11])[CH2:17][CH2:16]1)[C:2]#[CH:3]. The yield is 0.830. (4) The reactants are [Br:1][CH2:2][C:3]([C:5]1[CH:6]=[CH:7][C:8]2[C:17]3[CH:16]=[C:15]4[CH2:18][CH2:19][CH2:20][C:21](=[O:22])[C:14]4=[CH:13][C:12]=3[O:11][CH2:10][C:9]=2[CH:23]=1)=[O:4].[Br-:24].[Br-].[Br-].[NH+]1C=CC=CC=1.[NH+]1C=CC=CC=1.[NH+]1C=CC=CC=1.ClCCl. The catalyst is CO. The product is [Br:24][CH:20]1[CH2:19][CH2:18][C:15]2=[CH:16][C:17]3[C:8]4[CH:7]=[CH:6][C:5]([C:3](=[O:4])[CH2:2][Br:1])=[CH:23][C:9]=4[CH2:10][O:11][C:12]=3[CH:13]=[C:14]2[C:21]1=[O:22]. The yield is 0.840. (5) The reactants are Cl.[CH:2]1[C:11]2[C:6](=[C:7]([NH:12][CH:13]3[CH2:18][CH2:17][CH2:16][NH:15][CH2:14]3)[CH:8]=[CH:9][CH:10]=2)[CH:5]=[CH:4][N:3]=1.CCN(CC)CC.[O-]S([O-])(=O)=O.[Mg+2].[CH:32]([C:34]1[CH:35]=[C:36]([CH:40]=[CH:41][CH:42]=1)[C:37]([OH:39])=[O:38])=O.CC(O)=O.[BH-](OC(C)=O)(OC(C)=O)OC(C)=O.[Na+]. The catalyst is ClCCCl.CO.C(Cl)Cl. The product is [CH:2]1[C:11]2[C:6](=[C:7]([NH:12][CH:13]3[CH2:18][CH2:17][CH2:16][N:15]([CH2:32][C:34]4[CH:35]=[C:36]([CH:40]=[CH:41][CH:42]=4)[C:37]([OH:39])=[O:38])[CH2:14]3)[CH:8]=[CH:9][CH:10]=2)[CH:5]=[CH:4][N:3]=1. The yield is 0.372. (6) The reactants are [Cl-].O[NH3+:3].[C:4](=[O:7])([O-])[OH:5].[Na+].CS(C)=O.[C:13]([O:17][C:18]1[CH:23]=[CH:22][C:21]([N:24]2[C:29](=[O:30])[C:28]([CH2:31][C:32]3[CH:37]=[CH:36][C:35]([C:38]4[C:39]([C:44]#[N:45])=[CH:40][CH:41]=[CH:42][CH:43]=4)=[CH:34][CH:33]=3)=[C:27]([CH2:46][CH2:47][CH2:48][CH3:49])[N:26]=[C:25]2[CH3:50])=[CH:20][CH:19]=1)([CH3:16])([CH3:15])[CH3:14]. The catalyst is O. The product is [C:13]([O:17][C:18]1[CH:19]=[CH:20][C:21]([N:24]2[C:29](=[O:30])[C:28]([CH2:31][C:32]3[CH:33]=[CH:34][C:35]([C:38]4[CH:43]=[CH:42][CH:41]=[CH:40][C:39]=4[C:44]4[NH:3][C:4](=[O:7])[O:5][N:45]=4)=[CH:36][CH:37]=3)=[C:27]([CH2:46][CH2:47][CH2:48][CH3:49])[N:26]=[C:25]2[CH3:50])=[CH:22][CH:23]=1)([CH3:16])([CH3:15])[CH3:14]. The yield is 0.480. (7) The reactants are F.F.F.C(N(CC)CC)C.[Si]([O:28][CH2:29][C@H:30]1[O:34][C@@H:33]([N:35]2[CH:42]=[C:41]([CH3:43])[C:39](=[O:40])[NH:38][C:36]2=[O:37])[C@H:32]([O:44][CH2:45][CH2:46][O:47][N:48]([CH3:50])[CH3:49])[C@@H:31]1[OH:51])(C(C)(C)C)(C1C=CC=CC=1)C1C=CC=CC=1.CO. The catalyst is C1COCC1.C(Cl)Cl. The product is [CH3:49][N:48]([CH3:50])[O:47][CH2:46][CH2:45][O:44][C@@H:32]1[C@H:31]([OH:51])[C@@H:30]([CH2:29][OH:28])[O:34][C@H:33]1[N:35]1[CH:42]=[C:41]([CH3:43])[C:39](=[O:40])[NH:38][C:36]1=[O:37]. The yield is 0.925.